From a dataset of Forward reaction prediction with 1.9M reactions from USPTO patents (1976-2016). Predict the product of the given reaction. (1) Given the reactants [Cl:1][C:2]1[CH:3]=[CH:4][C:5]([O:15][CH2:16][C:17]2[CH:22]=[CH:21][CH:20]=[C:19]([F:23])[C:18]=2[F:24])=[C:6]([C:8](=O)[CH2:9][CH2:10][C:11](=O)[CH3:12])[CH:7]=1.[NH2:25][C:26]1[CH:27]=[C:28]([CH:32]=[C:33]([NH:35][C:36](=[O:38])[CH3:37])[CH:34]=1)[C:29]([OH:31])=[O:30].CC1C=CC(S(O)(=O)=O)=CC=1, predict the reaction product. The product is: [Cl:1][C:2]1[CH:3]=[CH:4][C:5]([O:15][CH2:16][C:17]2[CH:22]=[CH:21][CH:20]=[C:19]([F:23])[C:18]=2[F:24])=[C:6]([C:8]2[N:25]([C:26]3[CH:27]=[C:28]([CH:32]=[C:33]([NH:35][C:36](=[O:38])[CH3:37])[CH:34]=3)[C:29]([OH:31])=[O:30])[C:11]([CH3:12])=[CH:10][CH:9]=2)[CH:7]=1. (2) Given the reactants [S:1]1[CH:5]=[CH:4][CH:3]=[C:2]1[C:6]1[S:7][C:8]2[CH2:9][N:10](C(=O)C)[CH2:11][CH2:12][C:13]=2[N:14]=1.C(=O)([O-])[O-].[Na+].[Na+], predict the reaction product. The product is: [S:1]1[CH:5]=[CH:4][CH:3]=[C:2]1[C:6]1[S:7][C:8]2[CH2:9][NH:10][CH2:11][CH2:12][C:13]=2[N:14]=1. (3) Given the reactants [CH3:1][O:2][C:3]1[CH:4]=[C:5]2[C:10](=[CH:11][C:12]=1[O:13][CH3:14])[NH:9][C:8](=[O:15])[C:7]([C:16]([NH:18][C:19]1[CH:20]=[C:21]([CH:25]=[CH:26][C:27]=1[CH3:28])[C:22](O)=[O:23])=[O:17])=[CH:6]2.CN(C(ON1N=NC2C=CC=NC1=2)=[N+](C)C)C.F[P-](F)(F)(F)(F)F.[CH:53]1([CH2:59][NH2:60])[CH2:58][CH2:57][CH2:56][CH2:55][CH2:54]1.C(=O)(O)[O-].[Na+], predict the reaction product. The product is: [CH:53]1([CH2:59][NH:60][C:22]([C:21]2[CH:25]=[CH:26][C:27]([CH3:28])=[C:19]([NH:18][C:16]([C:7]3[C:8](=[O:15])[NH:9][C:10]4[C:5]([CH:6]=3)=[CH:4][C:3]([O:2][CH3:1])=[C:12]([O:13][CH3:14])[CH:11]=4)=[O:17])[CH:20]=2)=[O:23])[CH2:58][CH2:57][CH2:56][CH2:55][CH2:54]1. (4) Given the reactants [NH2:1][C:2]1([CH2:8]O)[CH2:7][CH2:6][CH2:5][CH2:4][CH2:3]1.O=S(Cl)Cl.[CH3:14][C:15]1[CH:20]=[C:19]([N+:21]([O-:23])=[O:22])[CH:18]=[CH:17][C:16]=1[N:24]=[C:25]=[S:26], predict the reaction product. The product is: [CH3:14][C:15]1[CH:20]=[C:19]([N+:21]([O-:23])=[O:22])[CH:18]=[CH:17][C:16]=1[N:24]=[C:25]1[S:26][CH2:8][C:2]2([CH2:7][CH2:6][CH2:5][CH2:4][CH2:3]2)[NH:1]1. (5) Given the reactants [Cl:1][C:2]1[C:3]2[C:10](I)=[CH:9][N:8]([CH2:12][O:13][CH2:14][CH2:15][Si:16]([CH3:19])([CH3:18])[CH3:17])[C:4]=2[N:5]=[CH:6][N:7]=1.[CH3:20][O:21][C:22]1[CH:27]=[CH:26][C:25]([SH:28])=[CH:24][CH:23]=1.C(=O)([O-])[O-].[K+].[K+], predict the reaction product. The product is: [Cl:1][C:2]1[C:3]2[C:10]([S:28][C:25]3[CH:26]=[CH:27][C:22]([O:21][CH3:20])=[CH:23][CH:24]=3)=[CH:9][N:8]([CH2:12][O:13][CH2:14][CH2:15][Si:16]([CH3:19])([CH3:18])[CH3:17])[C:4]=2[N:5]=[CH:6][N:7]=1. (6) Given the reactants CC1C=CC(S(O[CH2:12][CH:13]2[CH2:22][CH2:21][C:20]3[C:15](=[CH:16][CH:17]=[CH:18][CH:19]=3)[O:14]2)(=O)=O)=CC=1.[F:23][C:24]1[CH:25]=[C:26]2[C:30](=[CH:31][CH:32]=1)[NH:29][CH:28]=[C:27]2[C:33]1[CH2:34][CH2:35][NH:36][CH2:37][CH:38]=1.C(N(CC)CC)C, predict the reaction product. The product is: [O:14]1[C:15]2[C:20](=[CH:19][CH:18]=[CH:17][CH:16]=2)[CH2:21][CH2:22][CH:13]1[CH2:12][N:36]1[CH2:37][CH:38]=[C:33]([C:27]2[C:26]3[C:30](=[CH:31][CH:32]=[C:24]([F:23])[CH:25]=3)[NH:29][CH:28]=2)[CH2:34][CH2:35]1. (7) Given the reactants [C:1]([O:5][C:6]([CH2:8][N:9]1[C:14](=[O:15])[CH:13]=[CH:12][N:11]([CH2:16][C:17]([O:19]CC2C=CC=CC=2)=[O:18])[C:10]1=[O:27])=[O:7])([CH3:4])([CH3:3])[CH3:2], predict the reaction product. The product is: [C:1]([O:5][C:6]([CH2:8][N:9]1[C:14](=[O:15])[CH:13]=[CH:12][N:11]([CH2:16][C:17]([OH:19])=[O:18])[C:10]1=[O:27])=[O:7])([CH3:4])([CH3:2])[CH3:3].